Task: Predict the reaction yield, written as a fraction of the theoretical maximum amount of product (1.0 means a 100% yield; for example, 0.34 means a 34% yield).. Dataset: Reaction yield outcomes from USPTO patents with 853,638 reactions (1) The reactants are [O:1]1[C:5]2=[CH:6][N:7]=[C:8]([CH2:10][OH:11])[CH:9]=[C:4]2[CH2:3][CH2:2]1. The catalyst is ClCCl.[O-2].[O-2].[Mn+4]. The product is [O:1]1[C:5]2=[CH:6][N:7]=[C:8]([CH:10]=[O:11])[CH:9]=[C:4]2[CH2:3][CH2:2]1. The yield is 0.700. (2) The reactants are [Cl:1][C:2]1[CH:15]=[CH:14][C:13]2[S:12][C:11]3[C:6](=[CH:7][CH:8]=[CH:9][CH:10]=3)[N:5]([CH2:16][C:17]([OH:19])=O)[C:4]=2[CH:3]=1.Cl.CN(C)CCCN=C=NCC.ON1C2C=CC=CC=2N=N1.[CH3:42][NH:43][CH2:44][C:45]1[CH:50]=[CH:49][CH:48]=[CH:47][CH:46]=1.[OH-].[Na+]. The catalyst is C1COCC1.O.C(Cl)Cl. The product is [CH2:44]([N:43]([CH3:42])[C:17](=[O:19])[CH2:16][N:5]1[C:4]2[CH:3]=[C:2]([Cl:1])[CH:15]=[CH:14][C:13]=2[S:12][C:11]2[C:6]1=[CH:7][CH:8]=[CH:9][CH:10]=2)[C:45]1[CH:50]=[CH:49][CH:48]=[CH:47][CH:46]=1. The yield is 0.400. (3) The product is [CH2:1]([C:2]1[CH:7]=[CH:6][N:5]=[CH:4][C:3]=1[C:8]#[N:9])[C:12]([CH3:13])=[O:11]. The reactants are [CH3:1][C:2]1[CH:7]=[CH:6][N:5]=[CH:4][C:3]=1[C:8]#[N:9].C[O:11][C:12](OC)(N(C)C)[CH3:13]. The catalyst is CN(C=O)C. The yield is 0.690. (4) The reactants are [N:1]([CH2:4][C:5]([C:7]1[CH:14]=[CH:13][C:10]([C:11]#[N:12])=[CH:9][CH:8]=1)=[O:6])=[N+]=[N-].[CH3:15][C:16]1[CH:21]=[CH:20][C:19]([N+:22]([O-:24])=[O:23])=[CH:18][C:17]=1[N:25]=[C:26]=O.C1(P(C2C=CC=CC=2)C2C=CC=CC=2)C=CC=CC=1. The catalyst is O1CCOCC1. The product is [CH3:15][C:16]1[CH:21]=[CH:20][C:19]([N+:22]([O-:24])=[O:23])=[CH:18][C:17]=1[NH:25][C:26]1[O:6][C:5]([C:7]2[CH:14]=[CH:13][C:10]([C:11]#[N:12])=[CH:9][CH:8]=2)=[CH:4][N:1]=1. The yield is 0.450.